This data is from Full USPTO retrosynthesis dataset with 1.9M reactions from patents (1976-2016). The task is: Predict the reactants needed to synthesize the given product. (1) Given the product [CH3:1][C:2]([CH3:33])([CH2:10][CH2:11][C@H:12]1[CH2:17][CH2:16][CH2:15][C@@H:14]([O:18][CH2:19][C:20]2[N:21]=[C:22]([C:26]3[CH:31]=[CH:30][C:29]([CH3:32])=[CH:28][CH:27]=3)[O:23][C:24]=2[CH3:25])[CH2:13]1)[C:3]([OH:5])=[O:4], predict the reactants needed to synthesize it. The reactants are: [CH3:1][C:2]([CH3:33])([CH2:10][CH2:11][C@H:12]1[CH2:17][CH2:16][CH2:15][C@@H:14]([O:18][CH2:19][C:20]2[N:21]=[C:22]([C:26]3[CH:31]=[CH:30][C:29]([CH3:32])=[CH:28][CH:27]=3)[O:23][C:24]=2[CH3:25])[CH2:13]1)[C:3]([O:5]C(C)(C)C)=[O:4].FC(F)(F)C(O)=O.C1(C)C=CC=CC=1. (2) The reactants are: [C:1]1([OH:7])[CH:6]=[CH:5][CH:4]=[CH:3][CH:2]=1.[C:8]([OH:17])(=[O:16])[C:9]1[C:10](=[CH:12][CH:13]=[CH:14][CH:15]=1)[NH2:11]. Given the product [CH2:1]=[O:7].[C:1]1([OH:7])[CH:6]=[CH:5][CH:4]=[CH:3][CH:2]=1.[C:8]([OH:17])(=[O:16])[C:9]1[C:10](=[CH:12][CH:13]=[CH:14][CH:15]=1)[NH2:11], predict the reactants needed to synthesize it.